Dataset: TCR-epitope binding with 47,182 pairs between 192 epitopes and 23,139 TCRs. Task: Binary Classification. Given a T-cell receptor sequence (or CDR3 region) and an epitope sequence, predict whether binding occurs between them. (1) The epitope is VTEHDTLLY. The TCR CDR3 sequence is CASTWGRASTDTQYF. Result: 0 (the TCR does not bind to the epitope). (2) The epitope is KLPDDFTGCV. The TCR CDR3 sequence is CASSLVGEQGRNSPLHF. Result: 1 (the TCR binds to the epitope). (3) The epitope is HPKVSSEVHI. The TCR CDR3 sequence is CASSHTGAEAFF. Result: 0 (the TCR does not bind to the epitope). (4) The epitope is LQPFPQPELPYPQPQ. The TCR CDR3 sequence is CASSLSARSSYEQYF. Result: 0 (the TCR does not bind to the epitope). (5) The epitope is SEVGPEHSLAEY. The TCR CDR3 sequence is CASSLEDRGYTEAFF. Result: 1 (the TCR binds to the epitope). (6) The epitope is HPKVSSEVHI. The TCR CDR3 sequence is CASRRDRDMNTEAFF. Result: 1 (the TCR binds to the epitope). (7) The epitope is YEGNSPFHPL. The TCR CDR3 sequence is CASSESGGELFF. Result: 0 (the TCR does not bind to the epitope). (8) The epitope is LLMPILTLT. The TCR CDR3 sequence is CSATPGTDYGYTF. Result: 1 (the TCR binds to the epitope).